This data is from Reaction yield outcomes from USPTO patents with 853,638 reactions. The task is: Predict the reaction yield, written as a fraction of the theoretical maximum amount of product (1.0 means a 100% yield; for example, 0.34 means a 34% yield). (1) The reactants are [CH:1]([C:3]1[S:4][C:5]2[NH:6][C:7](=[O:16])[C:8]3[CH:9]=[CH:10][CH:11]=[CH:12][C:13]=3[C:14]=2[N:15]=1)=[CH2:2].[CH3:17][NH:18][CH3:19]. The catalyst is C(Cl)Cl.CO. The product is [CH3:17][N:18]([CH3:19])[CH2:2][CH2:1][C:3]1[S:4][C:5]2[NH:6][C:7](=[O:16])[C:8]3[CH:9]=[CH:10][CH:11]=[CH:12][C:13]=3[C:14]=2[N:15]=1. The yield is 0.630. (2) The yield is 0.260. The reactants are C[O:2][C:3]1[N:8]=[CH:7][C:6]([CH2:9][C:10]2[C:11](=[O:18])[N:12]=[C:13]([S:16][CH3:17])[NH:14][CH:15]=2)=[CH:5][N:4]=1.B(Br)(Br)Br. The product is [CH3:17][S:16][C:13]1[NH:14][CH:15]=[C:10]([CH2:9][C:6]2[CH:5]=[N:4][C:3](=[O:2])[NH:8][CH:7]=2)[C:11](=[O:18])[N:12]=1. The catalyst is O. (3) The reactants are [OH:1][C@H:2]1[CH2:6][N:5]([C:7]([O:9][C:10]([CH3:13])([CH3:12])[CH3:11])=[O:8])[C@@H:4]([C:14]([O:16][CH3:17])=[O:15])[CH2:3]1.C(N(CC)C(C)C)(C)C.Cl[CH2:28][O:29][CH2:30][C:31]1[CH:36]=[CH:35][CH:34]=[CH:33][CH:32]=1.O. The catalyst is ClCCl. The product is [CH2:30]([O:29][CH2:28][O:1][C@H:2]1[CH2:6][N:5]([C:7]([O:9][C:10]([CH3:11])([CH3:12])[CH3:13])=[O:8])[C@@H:4]([C:14]([O:16][CH3:17])=[O:15])[CH2:3]1)[C:31]1[CH:36]=[CH:35][CH:34]=[CH:33][CH:32]=1. The yield is 0.720. (4) The reactants are [F:1][C:2]([F:11])([F:10])[C:3]1[CH:8]=[CH:7][C:6]([OH:9])=[CH:5][CH:4]=1.N1C=CC=CC=1.[S:18](O[S:18]([C:21]([F:24])([F:23])[F:22])(=[O:20])=[O:19])([C:21]([F:24])([F:23])[F:22])(=[O:20])=[O:19]. The catalyst is ClCCl. The product is [F:22][C:21]([F:24])([F:23])[S:18]([O:9][C:6]1[CH:5]=[CH:4][C:3]([C:2]([F:10])([F:11])[F:1])=[CH:8][CH:7]=1)(=[O:20])=[O:19]. The yield is 0.764. (5) The reactants are C(=O)(OC)[O:2][C:3]1[CH:8]=[C:7]([N+:9]([O-:11])=[O:10])[C:6](Br)=[CH:5][C:4]=1[CH:13]1[CH2:17][CH2:16][CH2:15][CH2:14]1.[CH3:21][N:22](C=O)C. The catalyst is [C-]#N.[Zn+2].[C-]#N.C1C=CC([P]([Pd]([P](C2C=CC=CC=2)(C2C=CC=CC=2)C2C=CC=CC=2)([P](C2C=CC=CC=2)(C2C=CC=CC=2)C2C=CC=CC=2)[P](C2C=CC=CC=2)(C2C=CC=CC=2)C2C=CC=CC=2)(C2C=CC=CC=2)C2C=CC=CC=2)=CC=1. The product is [CH:13]1([C:4]2[C:3]([OH:2])=[CH:8][C:7]([N+:9]([O-:11])=[O:10])=[C:6]([CH:5]=2)[C:21]#[N:22])[CH2:17][CH2:16][CH2:15][CH2:14]1. The yield is 0.580.